Dataset: Forward reaction prediction with 1.9M reactions from USPTO patents (1976-2016). Task: Predict the product of the given reaction. (1) The product is: [F:16][C:11]1[CH:12]=[CH:13][CH:14]=[CH:15][C:10]=1[CH:6]([C:7](=[O:9])[CH3:8])[CH2:5][CH:4]=[O:3]. Given the reactants C([O:3][CH:4](OCC)[CH2:5][CH:6]([C:10]1[CH:15]=[CH:14][CH:13]=[CH:12][C:11]=1[F:16])[C:7](=[O:9])[CH3:8])C.FC(F)(F)C(O)=O, predict the reaction product. (2) Given the reactants FC1C=C2C(=CC=1)NC=C2CCCNC1COC2=C3C(=CC=C2C1)N=CC=C3.Cl.Cl.CCOCC.Cl.Cl.[F:38][C:39]1[CH:40]=[C:41]2[C:45](=[CH:46][CH:47]=1)[NH:44][CH:43]=[C:42]2[CH2:48][CH2:49][CH2:50][N:51]([CH2:66][CH2:67][CH3:68])[CH:52]1[CH2:65][O:64][C:55]2=[C:56]3[C:61](=[CH:62][CH:63]=[C:54]2[CH2:53]1)[N:60]=[CH:59][CH:58]=[CH:57]3, predict the reaction product. The product is: [F:38][C:39]1[CH:40]=[C:41]2[C:45](=[CH:46][CH:47]=1)[NH:44][CH:43]=[C:42]2[CH2:48][CH2:49][CH2:50][N:51]([CH2:66][CH2:67][CH3:68])[CH:52]1[CH2:65][O:64][C:55]2=[C:56]3[C:61](=[CH:62][CH:63]=[C:54]2[CH2:53]1)[N:60]=[CH:59][CH:58]=[CH:57]3.